The task is: Predict which catalyst facilitates the given reaction.. This data is from Catalyst prediction with 721,799 reactions and 888 catalyst types from USPTO. (1) Reactant: Cl[C:2]1[N:7]=[C:6]([NH2:8])[CH:5]=[CH:4][N:3]=1.[NH:9]1[CH2:14][CH2:13][CH:12]([C:15]([NH2:17])=[O:16])[CH2:11][CH2:10]1.CCN(C(C)C)C(C)C. Product: [NH2:8][C:6]1[CH:5]=[CH:4][N:3]=[C:2]([N:9]2[CH2:14][CH2:13][CH:12]([C:15]([NH2:17])=[O:16])[CH2:11][CH2:10]2)[N:7]=1. The catalyst class is: 169. (2) Reactant: [CH:1]([N:4](CC)C(C)C)(C)[CH3:2].BrCC#N.[NH:14]([C:33]([O:35][C:36]([CH3:39])([CH3:38])[CH3:37])=[O:34])[C@H:15]([C:30]([OH:32])=[O:31])[CH2:16][CH2:17][CH2:18][NH:19][C:20]([O:22][CH2:23][C:24]1[CH:29]=[CH:28][CH:27]=[CH:26][CH:25]=1)=[O:21]. Product: [CH2:23]([O:22][C:20]([NH:19][CH2:18][CH2:17][CH2:16][C@H:15]([NH:14][C:33]([O:35][C:36]([CH3:39])([CH3:38])[CH3:37])=[O:34])[C:30]([O:32][CH2:2][C:1]#[N:4])=[O:31])=[O:21])[C:24]1[CH:29]=[CH:28][CH:27]=[CH:26][CH:25]=1. The catalyst class is: 10. (3) Reactant: [CH2:1]([O:3][C:4]1([C:11]([OH:13])=[O:12])[CH2:9][CH2:8][C:7](=[O:10])[CH2:6][CH2:5]1)[CH3:2].C(=O)([O-])[O-].[K+].[K+].[CH2:20](Br)[C:21]1[CH:26]=[CH:25][CH:24]=[CH:23][CH:22]=1. Product: [CH2:1]([O:3][C:4]1([C:11]([O:13][CH2:20][C:21]2[CH:26]=[CH:25][CH:24]=[CH:23][CH:22]=2)=[O:12])[CH2:5][CH2:6][C:7](=[O:10])[CH2:8][CH2:9]1)[CH3:2]. The catalyst class is: 18. (4) Reactant: Br[C:2]1[CH:3]=[CH:4][C:5]2[C:6]3[N:14]([CH2:15][CH2:16][CH2:17][O:18][CH:19]([CH3:21])[CH3:20])[C:13]([CH2:22][O:23][CH2:24][CH3:25])=[N:12][C:7]=3[CH:8]=[N:9][C:10]=2[CH:11]=1.N[C@@H]1CCCC[C@H]1N.[NH:34]1[CH2:38][CH2:37][CH2:36][C:35]1=[O:39].P([O-])([O-])([O-])=O.[K+].[K+].[K+]. Product: [CH2:24]([O:23][CH2:22][C:13]1[N:14]([CH2:15][CH2:16][CH2:17][O:18][CH:19]([CH3:21])[CH3:20])[C:6]2[C:5]3[CH:4]=[CH:3][C:2]([N:34]4[CH2:38][CH2:37][CH2:36][C:35]4=[O:39])=[CH:11][C:10]=3[N:9]=[CH:8][C:7]=2[N:12]=1)[CH3:25]. The catalyst class is: 321.